This data is from Forward reaction prediction with 1.9M reactions from USPTO patents (1976-2016). The task is: Predict the product of the given reaction. (1) Given the reactants [OH:1][CH2:2][CH2:3][CH2:4][CH2:5][CH2:6][CH2:7][CH2:8][CH2:9][CH2:10][CH2:11][CH2:12][C:13]([OH:15])=[O:14].Cl.[CH3:17]O, predict the reaction product. The product is: [OH:1][CH2:2][CH2:3][CH2:4][CH2:5][CH2:6][CH2:7][CH2:8][CH2:9][CH2:10][CH2:11][CH2:12][C:13]([O:15][CH3:17])=[O:14]. (2) Given the reactants C([O:3][C:4](=[O:32])[CH2:5][C:6]1[CH:11]=[CH:10][CH:9]=[C:8]([O:12][C:13]2[CH:18]=[CH:17][C:16]([C:19]3[CH:20]=[N:21][N:22]([CH3:24])[CH:23]=3)=[CH:15][C:14]=2[CH2:25][N:26]2[CH2:30][CH2:29][O:28][C:27]2=[O:31])[CH:7]=1)C.[OH-].[Li+], predict the reaction product. The product is: [CH3:24][N:22]1[CH:23]=[C:19]([C:16]2[CH:17]=[CH:18][C:13]([O:12][C:8]3[CH:7]=[C:6]([CH2:5][C:4]([OH:32])=[O:3])[CH:11]=[CH:10][CH:9]=3)=[C:14]([CH2:25][N:26]3[CH2:30][CH2:29][O:28][C:27]3=[O:31])[CH:15]=2)[CH:20]=[N:21]1. (3) Given the reactants Br[C:2]1[CH:3]=[CH:4][C:5]2[N:6]([C:8]([CH:11]([CH3:13])[CH3:12])=[N:9][N:10]=2)[CH:7]=1.C([Mg]Cl)(C)C.CN(C)[CH:21]=[O:22], predict the reaction product. The product is: [CH:11]([C:8]1[N:6]2[CH:7]=[C:2]([CH:21]=[O:22])[CH:3]=[CH:4][C:5]2=[N:10][N:9]=1)([CH3:13])[CH3:12]. (4) Given the reactants [F:1][C:2]1[CH:7]=[CH:6][C:5]([C:8]#[C:9][C:10]2[N:14]3[CH:15]=[CH:16][CH:17]=[CH:18][C:13]3=[N:12][C:11]=2[CH2:19][O:20][CH2:21][C:22]([OH:24])=O)=[CH:4][CH:3]=1.C(Cl)(=O)C([Cl:28])=O, predict the reaction product. The product is: [F:1][C:2]1[CH:7]=[CH:6][C:5]([C:8]#[C:9][C:10]2[N:14]3[CH:15]=[CH:16][CH:17]=[CH:18][C:13]3=[N:12][C:11]=2[CH2:19][O:20][CH2:21][C:22]([Cl:28])=[O:24])=[CH:4][CH:3]=1. (5) Given the reactants [CH2:1]([N:3]1[C:7]2=[N:8][C:9]([CH2:32][CH3:33])=[C:10]([CH2:19][NH:20][C:21]([C:23]3[N:28]=[C:27]([C:29](O)=[O:30])[CH:26]=[CH:25][CH:24]=3)=[O:22])[C:11]([NH:12][CH:13]3[CH2:18][CH2:17][O:16][CH2:15][CH2:14]3)=[C:6]2[CH:5]=[N:4]1)[CH3:2].C(N(CC)CC)C.CN(C(ON1N=NC2C=CC=CC1=2)=[N+](C)C)C.[B-](F)(F)(F)F.Cl.[Br:64][C:65]1[CH:66]=[C:67]([CH2:73][NH2:74])[CH:68]=[CH:69][C:70]=1[O:71][CH3:72], predict the reaction product. The product is: [Br:64][C:65]1[CH:66]=[C:67]([CH2:73][NH:74][C:29]([C:27]2[CH:26]=[CH:25][CH:24]=[C:23]([C:21]([NH:20][CH2:19][C:10]3[C:11]([NH:12][CH:13]4[CH2:14][CH2:15][O:16][CH2:17][CH2:18]4)=[C:6]4[CH:5]=[N:4][N:3]([CH2:1][CH3:2])[C:7]4=[N:8][C:9]=3[CH2:32][CH3:33])=[O:22])[N:28]=2)=[O:30])[CH:68]=[CH:69][C:70]=1[O:71][CH3:72]. (6) Given the reactants [CH2:1]([N:4]1[C@H:9]([CH3:10])[CH2:8][N:7]([C@@H:11]([C:27]2[CH:32]=[CH:31][CH:30]=[C:29]([OH:33])[CH:28]=2)[C:12]2[CH:13]=[C:14]([C:18]([N:20]3[CH2:26][CH2:25][CH2:24][NH:23][CH2:22][CH2:21]3)=[O:19])[CH:15]=[CH:16][CH:17]=2)[C@@H:6]([CH3:34])[CH2:5]1)[CH:2]=[CH2:3].[C:35]([O:39][CH2:40][CH3:41])(=[O:38])[CH:36]=[CH2:37], predict the reaction product. The product is: [CH2:40]([O:39][C:35](=[O:38])[CH2:36][CH2:37][N:23]1[CH2:24][CH2:25][CH2:26][N:20]([C:18](=[O:19])[C:14]2[CH:15]=[CH:16][CH:17]=[C:12]([C@@H:11]([N:7]3[CH2:8][C@@H:9]([CH3:10])[N:4]([CH2:1][CH:2]=[CH2:3])[CH2:5][C@@H:6]3[CH3:34])[C:27]3[CH:32]=[CH:31][CH:30]=[C:29]([OH:33])[CH:28]=3)[CH:13]=2)[CH2:21][CH2:22]1)[CH3:41]. (7) Given the reactants C([O:4][CH2:5][C:6]([CH3:24])([CH3:23])[CH2:7][O:8][C:9]1[CH:10]=[C:11]([CH:16]=[C:17]([C:19]([CH3:22])([CH3:21])[CH3:20])[CH:18]=1)[C:12]([O:14]C)=[O:13])(=O)C.[OH-].[Li+].Cl, predict the reaction product. The product is: [C:19]([C:17]1[CH:16]=[C:11]([CH:10]=[C:9]([O:8][CH2:7][C:6]([CH3:24])([CH3:23])[CH2:5][OH:4])[CH:18]=1)[C:12]([OH:14])=[O:13])([CH3:22])([CH3:20])[CH3:21]. (8) The product is: [ClH:13].[CH2:1]([O:4][C:5]1[CH:12]=[CH:11][C:8]([CH:9]=[N:18][NH:17][C:14]([NH2:16])=[NH:15])=[CH:7][C:6]=1[Cl:13])[CH:2]=[CH2:3]. Given the reactants [CH2:1]([O:4][C:5]1[CH:12]=[CH:11][C:8]([CH:9]=O)=[CH:7][C:6]=1[Cl:13])[CH:2]=[CH2:3].[C:14]([NH:17][NH2:18])([NH2:16])=[NH:15].Cl, predict the reaction product. (9) Given the reactants [CH2:1]([O:3][P:4]([CH2:9][CH2:10][CH2:11][N:12]([C:32](=[O:39])[CH2:33][C:34]([O:36][CH2:37][CH3:38])=[O:35])[C:13]1[C:14]([C:27]([O:29]CC)=O)=[N:15][CH:16]=[C:17]([CH2:19][C:20]2[CH:25]=[CH:24][C:23]([F:26])=[CH:22][CH:21]=2)[CH:18]=1)([O:6][CH2:7][CH3:8])=[O:5])[CH3:2].CC[O-].[Na+], predict the reaction product. The product is: [CH2:7]([O:6][P:4]([CH2:9][CH2:10][CH2:11][N:12]1[C:13]2[C:14](=[N:15][CH:16]=[C:17]([CH2:19][C:20]3[CH:25]=[CH:24][C:23]([F:26])=[CH:22][CH:21]=3)[CH:18]=2)[C:27]([OH:29])=[C:33]([C:34]([O:36][CH2:37][CH3:38])=[O:35])[C:32]1=[O:39])([O:3][CH2:1][CH3:2])=[O:5])[CH3:8]. (10) Given the reactants C[O:2][C:3](=[O:20])[CH:4]([CH2:9][C:10]1[CH:15]=[CH:14][C:13]([O:16][CH:17]([CH3:19])[CH3:18])=[CH:12][CH:11]=1)C(OC)=O.[OH-].[K+], predict the reaction product. The product is: [CH3:19][CH:17]([O:16][C:13]1[CH:14]=[CH:15][C:10]([CH2:9][CH2:4][C:3]([OH:20])=[O:2])=[CH:11][CH:12]=1)[CH3:18].